From a dataset of Full USPTO retrosynthesis dataset with 1.9M reactions from patents (1976-2016). Predict the reactants needed to synthesize the given product. (1) Given the product [CH3:22][CH:21]([O:20][C:18](=[O:19])[NH:15][C:13]1[CH:14]=[C:9]2[N:8]=[C:7]([C:1]3[CH:2]=[CH:3][CH:4]=[CH:5][CH:6]=3)[NH:16][C:10]2=[N:11][CH:12]=1)[CH:23]=[CH2:24], predict the reactants needed to synthesize it. The reactants are: [C:1]1([C:7]2[NH:16][C:10]3=[N:11][CH:12]=[C:13]([NH2:15])[CH:14]=[C:9]3[N:8]=2)[CH:6]=[CH:5][CH:4]=[CH:3][CH:2]=1.Cl[C:18]([O:20][CH:21]([CH:23]=[CH2:24])[CH3:22])=[O:19]. (2) Given the product [O:1]=[S:2]1(=[O:19])[CH2:6][CH2:5][CH2:4][CH:3]1[CH2:7][C:8]1[CH:13]=[CH:12][C:11]([CH:14]([CH3:18])[C:15]([OH:17])=[O:16])=[CH:10][CH:9]=1, predict the reactants needed to synthesize it. The reactants are: [O:1]=[S:2]1(=[O:19])[CH2:6][CH2:5][CH2:4][C:3]1=[CH:7][C:8]1[CH:13]=[CH:12][C:11]([CH:14]([CH3:18])[C:15]([OH:17])=[O:16])=[CH:10][CH:9]=1. (3) Given the product [Cl:1][C:2]1[CH:3]=[C:4]([CH:8]=[CH:9][C:10]=1[C:11]([N:13]1[CH2:17][CH:16]=[CH:15][CH2:14]1)=[O:12])[C:5]([NH:62][C@H:57]([C:55]1[NH:54][C:53]2[CH:63]=[CH:64][C:50]([Cl:49])=[CH:51][C:52]=2[N:56]=1)[C@H:58]([O:60][CH3:61])[CH3:59])=[O:7], predict the reactants needed to synthesize it. The reactants are: [Cl:1][C:2]1[CH:3]=[C:4]([CH:8]=[CH:9][C:10]=1[C:11]([N:13]1[CH2:17][CH:16]=[CH:15][CH2:14]1)=[O:12])[C:5]([OH:7])=O.CN(C(ON1N=NC2C=CC=CC1=2)=[N+](C)C)C.[B-](F)(F)(F)F.C(N(C(C)C)CC)(C)C.[Cl:49][C:50]1[CH:64]=[CH:63][C:53]2[NH:54][C:55]([C@@H:57]([NH2:62])[C@H:58]([O:60][CH3:61])[CH3:59])=[N:56][C:52]=2[CH:51]=1.ClCl. (4) The reactants are: [F:1][C:2]1[CH:3]=[CH:4][CH:5]=[C:6]2[C:11]=1[N:10]=[CH:9][C:8](I)=[CH:7]2.[Na+].[C:14]1([S:20]([O-:22])=[O:21])[CH:19]=[CH:18][CH:17]=[CH:16][CH:15]=1.C(=O)([O-])[O-].[K+].[K+].CNCCNC. Given the product [F:1][C:2]1[CH:3]=[CH:4][CH:5]=[C:6]2[C:11]=1[N:10]=[CH:9][C:8]([S:20]([C:14]1[CH:19]=[CH:18][CH:17]=[CH:16][CH:15]=1)(=[O:22])=[O:21])=[CH:7]2, predict the reactants needed to synthesize it. (5) Given the product [Br:1][C:2]1[CH:10]=[CH:9][C:5]([C:6]([O:8][CH3:14])=[O:7])=[C:4]([N+:11]([O-:13])=[O:12])[CH:3]=1, predict the reactants needed to synthesize it. The reactants are: [Br:1][C:2]1[CH:10]=[CH:9][C:5]([C:6]([OH:8])=[O:7])=[C:4]([N+:11]([O-:13])=[O:12])[CH:3]=1.[C:14]([O-])([O-])=O.[K+].[K+].CI. (6) Given the product [CH3:13][O:12][C:9]1[CH:10]=[CH:11][C:6]([N:5]=[C:3]([Cl:18])[C:2]([F:15])([F:14])[F:1])=[CH:7][CH:8]=1, predict the reactants needed to synthesize it. The reactants are: [F:1][C:2]([F:15])([F:14])[C:3]([NH:5][C:6]1[CH:11]=[CH:10][C:9]([O:12][CH3:13])=[CH:8][CH:7]=1)=O.P(Cl)(Cl)([Cl:18])=O.C(N(CC)CC)C.C(#N)C. (7) The reactants are: C(O[BH-](OC(=O)C)OC(=O)C)(=O)C.[Na+].C(O)(=O)C.[Br:19][C:20]1[C:28]2[C:23](=[CH:24][CH:25]=[C:26]([NH2:29])[CH:27]=2)[NH:22][N:21]=1.[CH2:30]([N:33]1[CH:38]2[CH2:39][CH2:40][CH:34]1[CH2:35][C:36](=O)[CH2:37]2)[CH2:31][CH3:32].N. Given the product [Br:19][C:20]1[C:28]2[C:23](=[CH:24][CH:25]=[C:26]([NH:29][CH:36]3[CH2:35][CH:34]4[N:33]([CH2:30][CH2:31][CH3:32])[CH:38]([CH2:39][CH2:40]4)[CH2:37]3)[CH:27]=2)[NH:22][N:21]=1, predict the reactants needed to synthesize it.